Task: Predict the reactants needed to synthesize the given product.. Dataset: Full USPTO retrosynthesis dataset with 1.9M reactions from patents (1976-2016) (1) Given the product [F:12][C:13]([F:19])([F:18])[C:14]([NH:16][S:8]([C:5]1[CH:4]=[CH:3][C:2]([Br:1])=[CH:7][N:6]=1)(=[O:10])=[O:9])([CH3:17])[CH3:15], predict the reactants needed to synthesize it. The reactants are: [Br:1][C:2]1[CH:3]=[CH:4][C:5]([S:8](Cl)(=[O:10])=[O:9])=[N:6][CH:7]=1.[F:12][C:13]([F:19])([F:18])[C:14]([CH3:17])([NH2:16])[CH3:15]. (2) The reactants are: [O:1]=[C:2]1[C:10]2([CH2:14][O:13][C:12]3[CH:15]=[C:16]4[C:20](=[CH:21][C:11]2=3)[CH2:19][CH2:18][O:17]4)[C:9]2[C:4](=[CH:5][CH:6]=[CH:7][CH:8]=2)[N:3]1[CH2:22][C:23]1[CH:24]=[C:25]([CH:29]=[CH:30][CH:31]=1)[C:26](O)=[O:27].CN(C)C=O.C(Cl)(=O)C([Cl:40])=O. Given the product [O:1]=[C:2]1[C:10]2([C:11]3=[CH:21][C:20]4[CH2:19][CH2:18][O:17][C:16]=4[CH:15]=[C:12]3[O:13][CH2:14]2)[C:9]2[C:4](=[CH:5][CH:6]=[CH:7][CH:8]=2)[N:3]1[CH2:22][C:23]1[CH:24]=[C:25]([CH:29]=[CH:30][CH:31]=1)[C:26]([Cl:40])=[O:27], predict the reactants needed to synthesize it. (3) Given the product [CH2:41]([O:43][C:44]([N:46]1[CH2:47][CH2:48][N:49]([C:10](=[O:12])[C@@H:9]([NH:8][C:6]([O:5][C:1]([CH3:2])([CH3:3])[CH3:4])=[O:7])[CH2:13][CH2:14][S:15]([CH3:18])(=[O:17])=[O:16])[CH2:50][CH2:51]1)=[O:45])[CH3:42], predict the reactants needed to synthesize it. The reactants are: [C:1]([O:5][C:6]([NH:8][C@@H:9]([CH2:13][CH2:14][S:15]([CH3:18])(=[O:17])=[O:16])[C:10]([OH:12])=O)=[O:7])([CH3:4])([CH3:3])[CH3:2].[B-](F)(F)(F)F.CCOC(C(C#N)=NOC(N(C)C)=[N+](C)C)=O.[CH2:41]([O:43][C:44]([N:46]1[CH2:51][CH2:50][NH:49][CH2:48][CH2:47]1)=[O:45])[CH3:42]. (4) The reactants are: [N:1]1[CH:6]=[CH:5][C:4]([C:7]2[CH:8]=[C:9]([CH:17]=[CH:18][CH:19]=2)[CH2:10][CH:11]2[CH2:16][CH2:15][NH:14][CH2:13][CH2:12]2)=[CH:3][CH:2]=1.Br[CH2:21][CH2:22][O:23][C:24]1[CH:33]=[CH:32][CH:31]=[C:30]2[C:25]=1[CH:26]=[CH:27][C:28]([CH3:34])=[N:29]2. Given the product [CH3:34][C:28]1[CH:27]=[CH:26][C:25]2[C:30](=[CH:31][CH:32]=[CH:33][C:24]=2[O:23][CH2:22][CH2:21][N:14]2[CH2:13][CH2:12][CH:11]([CH2:10][C:9]3[CH:17]=[CH:18][CH:19]=[C:7]([C:4]4[CH:3]=[CH:2][N:1]=[CH:6][CH:5]=4)[CH:8]=3)[CH2:16][CH2:15]2)[N:29]=1, predict the reactants needed to synthesize it. (5) The reactants are: [CH:1]([C:4]1[CH:9]=[CH:8][C:7]([C:10]2[C:14]3[C:15]([CH3:22])=[C:16]([OH:21])[C:17]([CH3:20])=[C:18]([CH3:19])[C:13]=3[O:12][C:11]=2[CH3:23])=[CH:6][CH:5]=1)([CH3:3])[CH3:2].[CH3:24][O:25][C:26]1[CH:33]=[CH:32][C:29]([CH2:30]Cl)=[CH:28][CH:27]=1. Given the product [CH:1]([C:4]1[CH:9]=[CH:8][C:7]([C:10]2[C:14]3[C:15]([CH3:22])=[C:16]([O:21][CH2:30][C:29]4[CH:32]=[CH:33][C:26]([O:25][CH3:24])=[CH:27][CH:28]=4)[C:17]([CH3:20])=[C:18]([CH3:19])[C:13]=3[O:12][C:11]=2[CH3:23])=[CH:6][CH:5]=1)([CH3:3])[CH3:2], predict the reactants needed to synthesize it. (6) Given the product [Cl:1][C:2]1[CH:10]=[C:9]2[C:5]([C:6]3([CH:16]([O:17][CH3:18])[CH2:15][C:14](=[O:19])[NH:27][CH2:13][CH:12]3[C:20]3[CH:25]=[CH:24][CH:23]=[C:22]([Cl:26])[CH:21]=3)[C:7](=[O:11])[NH:8]2)=[CH:4][CH:3]=1, predict the reactants needed to synthesize it. The reactants are: [Cl:1][C:2]1[CH:10]=[C:9]2[C:5]([C:6]3([CH:16]([O:17][CH3:18])[CH2:15][C:14](=[O:19])[CH2:13][CH:12]3[C:20]3[CH:25]=[CH:24][CH:23]=[C:22]([Cl:26])[CH:21]=3)[C:7](=[O:11])[NH:8]2)=[CH:4][CH:3]=1.[N-:27]=[N+]=[N-].[Na+]. (7) Given the product [CH2:1]([O:8][C:9]1[C:10]([F:16])=[C:11]([C:12]([F:15])=[CH:13][CH:14]=1)[CH:17]=[O:18])[C:2]1[CH:3]=[CH:4][CH:5]=[CH:6][CH:7]=1, predict the reactants needed to synthesize it. The reactants are: [CH2:1]([O:8][C:9]1[CH:14]=[CH:13][C:12]([F:15])=[CH:11][C:10]=1[F:16])[C:2]1[CH:7]=[CH:6][CH:5]=[CH:4][CH:3]=1.[C:17](=O)=[O:18].CC(C)=O.C([Li])CCC.CN(C)C=O. (8) Given the product [Cl:1][C:2]1[CH:3]=[C:4]([CH2:35][CH2:36][N:39]([CH3:40])[CH3:38])[CH:5]=[N:6][C:7]=1[N:8]1[CH2:13][CH2:12][N:11]([C:14]2[CH:19]=[C:18]([C:20]3[CH:25]=[CH:24][C:23]([F:26])=[C:22]([Cl:27])[CH:21]=3)[N:17]=[C:16]([N:28]3[CH2:32][CH2:31][CH2:30][C@H:29]3[CH3:33])[N:15]=2)[C@H:10]([CH3:34])[CH2:9]1, predict the reactants needed to synthesize it. The reactants are: [Cl:1][C:2]1[CH:3]=[C:4]([CH2:35][CH:36]=O)[CH:5]=[N:6][C:7]=1[N:8]1[CH2:13][CH2:12][N:11]([C:14]2[CH:19]=[C:18]([C:20]3[CH:25]=[CH:24][C:23]([F:26])=[C:22]([Cl:27])[CH:21]=3)[N:17]=[C:16]([N:28]3[CH2:32][CH2:31][CH2:30][C@H:29]3[CH3:33])[N:15]=2)[C@H:10]([CH3:34])[CH2:9]1.[CH3:38][NH:39][CH3:40]. (9) Given the product [F:10][C:11]1[CH:16]=[CH:15][C:14]([S:17]([N:4]([CH2:5][C:6]([O:8][CH3:9])=[O:7])[CH:1]([CH3:3])[CH3:2])(=[O:19])=[O:18])=[CH:13][CH:12]=1, predict the reactants needed to synthesize it. The reactants are: [CH:1]([NH:4][CH2:5][C:6]([O:8][CH3:9])=[O:7])([CH3:3])[CH3:2].[F:10][C:11]1[CH:16]=[CH:15][C:14]([S:17](Cl)(=[O:19])=[O:18])=[CH:13][CH:12]=1.CCN(C(C)C)C(C)C.